Dataset: Full USPTO retrosynthesis dataset with 1.9M reactions from patents (1976-2016). Task: Predict the reactants needed to synthesize the given product. Given the product [C:25]([O:29][C:30](=[O:31])[NH:32][C@@H:33]([CH:37]1[CH2:38][CH2:39][CH2:40][CH2:41][CH2:42]1)[C:34]([N:17]1[C@H:16]([C:14](=[O:15])[NH:13][C@H:6]2[C:7]3[C:12](=[CH:11][CH:10]=[CH:9][CH:8]=3)[O:3][CH2:4][CH2:5]2)[CH2:21][N:20]2[CH2:22][CH2:23][CH2:24][C@H:19]2[CH2:18]1)=[O:35])([CH3:28])([CH3:26])[CH3:27], predict the reactants needed to synthesize it. The reactants are: Cl.Cl.[O:3]1[C:12]2[C:7](=[CH:8][CH:9]=[CH:10][CH:11]=2)[C@H:6]([NH:13][C:14]([C@@H:16]2[CH2:21][N:20]3[CH2:22][CH2:23][CH2:24][C@H:19]3[CH2:18][NH:17]2)=[O:15])[CH2:5][CH2:4]1.[C:25]([O:29][C:30]([NH:32][C@@H:33]([CH:37]1[CH2:42][CH2:41][CH2:40][CH2:39][CH2:38]1)[C:34](O)=[O:35])=[O:31])([CH3:28])([CH3:27])[CH3:26].C(N(C(C)C)C(C)C)C.F[P-](F)(F)(F)(F)F.N1(OC(N(C)C)=[N+](C)C)C2N=CC=CC=2N=N1.